This data is from Reaction yield outcomes from USPTO patents with 853,638 reactions. The task is: Predict the reaction yield, written as a fraction of the theoretical maximum amount of product (1.0 means a 100% yield; for example, 0.34 means a 34% yield). (1) The reactants are Br[C:2]1[CH:7]=[C:6]([F:8])[CH:5]=[C:4]([F:9])[CH:3]=1.[Mg].II.[C:13]([N:20]1[CH2:24][CH2:23][C:22](=[O:25])[CH2:21]1)([O:15][C:16]([CH3:19])([CH3:18])[CH3:17])=[O:14].[Cl-].[NH4+]. The catalyst is O1CCCC1. The yield is 0.300. The product is [F:9][C:4]1[CH:3]=[C:2]([C:22]2([OH:25])[CH2:23][CH2:24][N:20]([C:13]([O:15][C:16]([CH3:18])([CH3:17])[CH3:19])=[O:14])[CH2:21]2)[CH:7]=[C:6]([F:8])[CH:5]=1. (2) The reactants are [CH2:1]([O:8][C:9]1[CH:14]=[CH:13][C:12]([C:15]2[N:16]([CH2:28][CH2:29][OH:30])[CH:17]=[C:18]([C:20]3[N:21]([CH:25]([CH3:27])[CH3:26])[N:22]=[CH:23][N:24]=3)[N:19]=2)=[C:11](F)[CH:10]=1)[C:2]1[CH:7]=[CH:6][CH:5]=[CH:4][CH:3]=1.[H-].[Na+]. The catalyst is CN(C=O)C. The product is [CH2:1]([O:8][C:9]1[CH:14]=[CH:13][C:12]2[C:15]3[N:16]([CH2:28][CH2:29][O:30][C:11]=2[CH:10]=1)[CH:17]=[C:18]([C:20]1[N:21]([CH:25]([CH3:27])[CH3:26])[N:22]=[CH:23][N:24]=1)[N:19]=3)[C:2]1[CH:7]=[CH:6][CH:5]=[CH:4][CH:3]=1. The yield is 0.580. (3) The product is [Cl:21][C:22]1[CH:27]=[C:26]([CH2:28][C:29]([O:31][C:1]([CH3:4])([CH3:3])[CH3:2])=[O:30])[CH:25]=[CH:24][N:23]=1. The yield is 0.770. The catalyst is C(Cl)Cl. The reactants are [C:1](OC(=NC1CCCCC1)NC1CCCCC1)([CH3:4])([CH3:3])[CH3:2].[Cl:21][C:22]1[CH:27]=[C:26]([CH2:28][C:29]([OH:31])=[O:30])[CH:25]=[CH:24][N:23]=1. (4) The reactants are [NH2:1][C:2]1[C:10]2[C:5](=[N:6][CH:7]=[C:8]([C:11]3[CH:25]=[CH:24][C:14]([CH2:15][NH:16]C(=O)OC(C)(C)C)=[CH:13][CH:12]=3)[CH:9]=2)[NH:4][N:3]=1.Cl. The catalyst is O1CCOCC1. The product is [NH2:16][CH2:15][C:14]1[CH:24]=[CH:25][C:11]([C:8]2[CH:9]=[C:10]3[C:2]([NH2:1])=[N:3][NH:4][C:5]3=[N:6][CH:7]=2)=[CH:12][CH:13]=1. The yield is 0.950. (5) The product is [I:1][C:2]1[C:10]2[C:5](=[N:6][CH:7]=[C:8]([C:11]([O:13][CH3:14])=[O:12])[CH:9]=2)[N:4]([C:29]([O:28][C:24]([CH3:27])([CH3:26])[CH3:25])=[O:30])[CH:3]=1. The yield is 0.820. The catalyst is ClCCl.O1CCCC1.CN(C)C1C=CN=CC=1. The reactants are [I:1][C:2]1[C:10]2[C:5](=[N:6][CH:7]=[C:8]([C:11]([O:13][CH3:14])=[O:12])[CH:9]=2)[NH:4][CH:3]=1.C(N(CC)C(C)C)(C)C.[C:24]([O:28][C:29](O[C:29]([O:28][C:24]([CH3:27])([CH3:26])[CH3:25])=[O:30])=[O:30])([CH3:27])([CH3:26])[CH3:25]. (6) The reactants are C(Cl)(=O)C=C.[Cl:6][C:7]1[C:8]([NH:20][C:21]2[CH:22]=[C:23]([N:28](C)[C:29](=O)C=C)[CH:24]=[CH:25][C:26]=2[F:27])=[N:9][C:10]([NH:13][C:14]2[CH:15]=[N:16][N:17]([CH3:19])[CH:18]=2)=[N:11][CH:12]=1. No catalyst specified. The product is [Cl:6][C:7]1[C:8]([NH:20][C:21]2[CH:22]=[C:23]([NH:28][CH3:29])[CH:24]=[CH:25][C:26]=2[F:27])=[N:9][C:10]([NH:13][C:14]2[CH:15]=[N:16][N:17]([CH3:19])[CH:18]=2)=[N:11][CH:12]=1. The yield is 0.0700. (7) The reactants are [CH:1]([C:3]1[CH:4]=[C:5](B(O)O)[CH:6]=[CH:7][CH:8]=1)=[O:2].Br[C:13]1[C:17]2[CH:18]=[CH:19][CH:20]=[CH:21][C:16]=2[S:15][CH:14]=1.C(=O)([O-])[O-].[Cs+].[Cs+].C(O)C. The catalyst is C1C=CC([P]([Pd]([P](C2C=CC=CC=2)(C2C=CC=CC=2)C2C=CC=CC=2)([P](C2C=CC=CC=2)(C2C=CC=CC=2)C2C=CC=CC=2)[P](C2C=CC=CC=2)(C2C=CC=CC=2)C2C=CC=CC=2)(C2C=CC=CC=2)C2C=CC=CC=2)=CC=1.C1(C)C=CC=CC=1. The product is [S:15]1[C:16]2[CH:21]=[CH:20][CH:19]=[CH:18][C:17]=2[C:13]([C:5]2[CH:4]=[C:3]([CH:8]=[CH:7][CH:6]=2)[CH:1]=[O:2])=[CH:14]1. The yield is 0.940. (8) The reactants are [Br:1][C:2]1[C:6]([Br:7])=[CH:5][S:4][C:3]=1[S:8](Cl)(=[O:10])=[O:9].[NH2:12][C:13]1[CH:14]=[C:15]([OH:23])[C:16](=[CH:21][CH:22]=1)[C:17]([O:19][CH3:20])=[O:18].N1C=CC=CC=1. No catalyst specified. The product is [Br:1][C:2]1[C:6]([Br:7])=[CH:5][S:4][C:3]=1[S:8]([NH:12][C:13]1[CH:22]=[CH:21][C:16]([C:17]([O:19][CH3:20])=[O:18])=[C:15]([OH:23])[CH:14]=1)(=[O:10])=[O:9]. The yield is 0.130. (9) The reactants are Cl[C:2]1[CH:7]=[CH:6][C:5]([Cl:8])=[CH:4][N:3]=1.[OH:9][C:10]1[CH:15]=[CH:14][C:13](B(O)O)=[CH:12][CH:11]=1.C(=O)([O-])[O-].[K+].[K+]. The catalyst is O1CCOCC1.O.C1C=CC([P]([Pd]([P](C2C=CC=CC=2)(C2C=CC=CC=2)C2C=CC=CC=2)([P](C2C=CC=CC=2)(C2C=CC=CC=2)C2C=CC=CC=2)[P](C2C=CC=CC=2)(C2C=CC=CC=2)C2C=CC=CC=2)(C2C=CC=CC=2)C2C=CC=CC=2)=CC=1. The product is [Cl:8][C:5]1[CH:6]=[CH:7][C:2]([C:13]2[CH:14]=[CH:15][C:10]([OH:9])=[CH:11][CH:12]=2)=[N:3][CH:4]=1. The yield is 0.811.